From a dataset of Full USPTO retrosynthesis dataset with 1.9M reactions from patents (1976-2016). Predict the reactants needed to synthesize the given product. (1) Given the product [C:6]1([S:12]([N:1]2[CH:5]=[CH:4][CH:3]=[N:2]2)(=[O:14])=[O:13])[CH:11]=[CH:10][CH:9]=[CH:8][CH:7]=1, predict the reactants needed to synthesize it. The reactants are: [NH:1]1[CH:5]=[CH:4][CH:3]=[N:2]1.[C:6]1([S:12](Cl)(=[O:14])=[O:13])[CH:11]=[CH:10][CH:9]=[CH:8][CH:7]=1.C(N(CC)CC)C. (2) The reactants are: [OH-].[Na+].[C:3]([OH:10])(=[O:9])/[CH:4]=[CH:5]/[CH:6]=[CH:7]/[CH3:8].[Cl-].[Zn+2:12].[Cl-]. Given the product [C:3]([O-:10])(=[O:9])/[CH:4]=[CH:5]/[CH:6]=[CH:7]/[CH3:8].[Zn+2:12].[C:3]([O-:10])(=[O:9])/[CH:4]=[CH:5]/[CH:6]=[CH:7]/[CH3:8], predict the reactants needed to synthesize it. (3) Given the product [F:15][C:10]1[CH:9]=[C:8]([CH2:7][C@@H:6]([C:16]2[C:21]([C:22]3[CH:23]=[CH:24][C:25]([F:31])=[C:26]([CH:30]=3)[C:27]([NH2:29])=[O:28])=[CH:20][CH:19]=[CH:18][N:17]=2)[NH:5][C:3](=[O:4])[CH2:2][N:37]2[C:33]([CH3:32])=[N:34][C:35]([C:38]([F:41])([F:40])[F:39])=[N:36]2)[CH:13]=[C:12]([F:14])[CH:11]=1, predict the reactants needed to synthesize it. The reactants are: Cl[CH2:2][C:3]([NH:5][C@H:6]([C:16]1[C:21]([C:22]2[CH:23]=[CH:24][C:25]([F:31])=[C:26]([CH:30]=2)[C:27]([NH2:29])=[O:28])=[CH:20][CH:19]=[CH:18][N:17]=1)[CH2:7][C:8]1[CH:13]=[C:12]([F:14])[CH:11]=[C:10]([F:15])[CH:9]=1)=[O:4].[CH3:32][C:33]1[NH:37][N:36]=[C:35]([C:38]([F:41])([F:40])[F:39])[N:34]=1. (4) Given the product [CH3:1][N:2]1[CH:6]=[C:5]([C:7]([NH:9][C:10]2[CH:11]=[CH:12][C:13]([CH2:14][N:15]3[C:23]4[C:18](=[CH:19][CH:20]=[CH:21][CH:22]=4)[C:17]([CH2:24][C:25]([OH:27])=[O:26])=[N:16]3)=[CH:30][CH:31]=2)=[O:8])[CH:4]=[N:3]1, predict the reactants needed to synthesize it. The reactants are: [CH3:1][N:2]1[CH:6]=[C:5]([C:7]([NH:9][C:10]2[CH:31]=[CH:30][C:13]([CH2:14][N:15]3[C:23]4[C:18](=[CH:19][CH:20]=[CH:21][CH:22]=4)[C:17]([CH2:24][C:25]([O:27]CC)=[O:26])=[N:16]3)=[CH:12][CH:11]=2)=[O:8])[CH:4]=[N:3]1.O.[OH-].[Li+].O.Cl. (5) Given the product [CH:1]([CH:4]([CH2:7][CH2:8][CH:9]([CH3:11])[CH3:10])[CH2:5][NH2:12])([CH3:3])[CH3:2], predict the reactants needed to synthesize it. The reactants are: [CH:1]([CH:4]([CH2:7][CH2:8][CH:9]([CH3:11])[CH3:10])[CH2:5]O)([CH3:3])[CH3:2].[NH3:12].[Sn].[Al]. (6) Given the product [Br:1][C:2]1[C:11]2[C:6](=[CH:7][CH:8]=[CH:9][CH:10]=2)[N:5]=[C:4]([C:12]([NH:14][C@H:15]2[CH2:20][CH2:19][CH2:18][CH2:17][C@@H:16]2[OH:21])=[O:13])[CH:3]=1.[Br:1][C:2]1[CH:3]=[C:4]([C:12]([NH:14][C@H:15]2[CH2:20][CH2:19][CH2:18][CH2:17][C@@H:16]2[OH:21])=[O:13])[N+:5]([O-:30])=[C:6]2[C:11]=1[CH:10]=[CH:9][CH:8]=[CH:7]2, predict the reactants needed to synthesize it. The reactants are: [Br:1][C:2]1[C:11]2[C:6](=[CH:7][CH:8]=[CH:9][CH:10]=2)[N:5]=[C:4]([C:12]([NH:14][C@H:15]2[CH2:20][CH2:19][CH2:18][CH2:17][C@@H:16]2[OH:21])=[O:13])[CH:3]=1.ClC1C=CC=C(C(OO)=[O:30])C=1. (7) The reactants are: [F:1][C:2]1[CH:7]=[CH:6][C:5]([CH:8]([N:31]2[CH2:36][CH2:35][N:34]([CH:37]([CH3:39])[CH3:38])[CH2:33][CH2:32]2)[CH2:9][N:10]2[CH2:15][CH2:14][N:13]([CH2:16][CH2:17][CH2:18][C:19]3[C:20]([OH:30])=[N:21][NH:22][C:23]=3[C:24]3[CH:29]=[CH:28][CH:27]=[CH:26][CH:25]=3)[CH2:12][CH2:11]2)=[CH:4][CH:3]=1.[ClH:40].O1CCOCC1. Given the product [ClH:40].[ClH:40].[ClH:40].[ClH:40].[F:1][C:2]1[CH:7]=[CH:6][C:5]([CH:8]([N:31]2[CH2:32][CH2:33][N:34]([CH:37]([CH3:39])[CH3:38])[CH2:35][CH2:36]2)[CH2:9][N:10]2[CH2:15][CH2:14][N:13]([CH2:16][CH2:17][CH2:18][C:19]3[C:20]([OH:30])=[N:21][NH:22][C:23]=3[C:24]3[CH:29]=[CH:28][CH:27]=[CH:26][CH:25]=3)[CH2:12][CH2:11]2)=[CH:4][CH:3]=1, predict the reactants needed to synthesize it. (8) The reactants are: [Cl:1][C:2]1[CH:3]=[C:4]([C:9]2([C:30]([F:33])([F:32])[F:31])[O:13][N:12]=[C:11]([C:14]3[CH:26]=[CH:25][C:17]([C:18]([NH:20][CH:21]4[CH2:24][S:23][CH2:22]4)=[O:19])=[C:16]([CH3:27])[CH:15]=3)[C:10]2=[N:28][OH:29])[CH:5]=[C:6]([Cl:8])[CH:7]=1.[H-].[Na+].I[CH3:37]. Given the product [Cl:1][C:2]1[CH:3]=[C:4]([C:9]2([C:30]([F:32])([F:31])[F:33])[O:13][N:12]=[C:11]([C:14]3[CH:26]=[CH:25][C:17]([C:18]([NH:20][CH:21]4[CH2:24][S:23][CH2:22]4)=[O:19])=[C:16]([CH3:27])[CH:15]=3)[C:10]2=[N:28][O:29][CH3:37])[CH:5]=[C:6]([Cl:8])[CH:7]=1, predict the reactants needed to synthesize it.